Dataset: Full USPTO retrosynthesis dataset with 1.9M reactions from patents (1976-2016). Task: Predict the reactants needed to synthesize the given product. (1) Given the product [CH3:11][O:10][C:4]1[CH:3]=[C:2]([C:20]([C:22]2[CH:30]=[C:29]3[C:25]([CH:26]=[CH:27][NH:28]3)=[CH:24][CH:23]=2)=[O:21])[CH:7]=[C:6]([O:8][CH3:9])[CH:5]=1, predict the reactants needed to synthesize it. The reactants are: Br[C:2]1[CH:7]=[C:6]([O:8][CH3:9])[CH:5]=[C:4]([O:10][CH3:11])[CH:3]=1.C([Li])CCC.CON(C)[C:20]([C:22]1[CH:30]=[C:29]2[C:25]([CH:26]=[CH:27][NH:28]2)=[CH:24][CH:23]=1)=[O:21].C(O)(C)C. (2) Given the product [CH3:1][C@H:2]1[CH2:7][N:6]([CH2:42][C:41]2[CH:44]=[CH:45][CH:46]=[C:39]([F:38])[CH:40]=2)[C@H:5]([CH3:8])[CH2:4][N:3]1[C@H:9]([C:16]1[CH:17]=[CH:18][C:19]([C:20]([N:22]([CH2:25][CH3:26])[CH2:23][CH3:24])=[O:21])=[CH:27][CH:28]=1)[C:10]1[CH:11]=[CH:12][CH:13]=[CH:14][CH:15]=1, predict the reactants needed to synthesize it. The reactants are: [CH3:1][C@H:2]1[CH2:7][NH:6][C@H:5]([CH3:8])[CH2:4][N:3]1[C@H:9]([C:16]1[CH:28]=[CH:27][C:19]([C:20]([N:22]([CH2:25][CH3:26])[CH2:23][CH3:24])=[O:21])=[CH:18][CH:17]=1)[C:10]1[CH:15]=[CH:14][CH:13]=[CH:12][CH:11]=1.[I-].[Na+].C(N(CC)CC)C.[F:38][C:39]1[CH:40]=[C:41]([CH:44]=[CH:45][CH:46]=1)[CH2:42]Br.FC(Br)C1C=CC=CC=1.